This data is from Catalyst prediction with 721,799 reactions and 888 catalyst types from USPTO. The task is: Predict which catalyst facilitates the given reaction. (1) Reactant: [Br:1][C:2]1[C:3]([NH2:8])=[N:4][CH:5]=[N:6][CH:7]=1.[CH3:9][O:10][C:11]1[N:16]=[CH:15][C:14](B(O)O)=[CH:13][CH:12]=1.C(N(CC)C(C)C)(C)C. Product: [Br:1][C:2]1[C:3]([NH:8][C:14]2[CH:15]=[N:16][C:11]([O:10][CH3:9])=[CH:12][CH:13]=2)=[N:4][CH:5]=[N:6][CH:7]=1. The catalyst class is: 221. (2) Reactant: [NH:1]1[CH2:6][CH2:5][O:4][CH2:3][CH2:2]1.Cl.C(N=C=NCCCN(C)C)C.[CH3:19][O:20][C:21]1[C:22](=[O:45])[C:23]([CH3:44])=[C:24]([CH2:30][C:31]2[C:32]([O:40][C:41](=[O:43])[CH3:42])=[C:33]([CH:37]=[CH:38][CH:39]=2)[C:34](O)=[O:35])[C:25](=[O:29])[C:26]=1[O:27][CH3:28]. The catalyst class is: 2. Product: [CH3:19][O:20][C:21]1[C:22](=[O:45])[C:23]([CH3:44])=[C:24]([CH2:30][C:31]2[C:32]([O:40][C:41](=[O:43])[CH3:42])=[C:33]([CH:37]=[CH:38][CH:39]=2)[C:34]([N:1]2[CH2:6][CH2:5][O:4][CH2:3][CH2:2]2)=[O:35])[C:25](=[O:29])[C:26]=1[O:27][CH3:28].